This data is from CYP3A4 inhibition data for predicting drug metabolism from PubChem BioAssay. The task is: Regression/Classification. Given a drug SMILES string, predict its absorption, distribution, metabolism, or excretion properties. Task type varies by dataset: regression for continuous measurements (e.g., permeability, clearance, half-life) or binary classification for categorical outcomes (e.g., BBB penetration, CYP inhibition). Dataset: cyp3a4_veith. (1) The compound is COc1ccc(NC(=O)C(c2ccc(OC)cc2)N(C)C(=O)CNC(C)=O)cc1. The result is 0 (non-inhibitor). (2) The molecule is O=C(Nc1ccc(F)cc1)Nc1nnc(-c2ccncc2)s1. The result is 1 (inhibitor). (3) The drug is COC(=O)CCCC(=O)O. The result is 0 (non-inhibitor). (4) The drug is CCOC(=O)C1=C(C)NC(C)=C(C(=O)OC)[C@@H]1c1cccc(Cl)c1Cl. The result is 1 (inhibitor). (5) The molecule is N#Cc1c(-c2ccccc2)nc(-c2ccccc2)[nH]c1=O. The result is 0 (non-inhibitor). (6) The drug is COc1ccc(CNc2ncncc2-c2ccc3c(c2)OCO3)c(OC)c1. The result is 1 (inhibitor).